This data is from Peptide-MHC class II binding affinity with 134,281 pairs from IEDB. The task is: Regression. Given a peptide amino acid sequence and an MHC pseudo amino acid sequence, predict their binding affinity value. This is MHC class II binding data. The binding affinity (normalized) is 0.356. The MHC is DRB1_0701 with pseudo-sequence DRB1_0701. The peptide sequence is GSRGYRLQRKIEAIF.